From a dataset of Reaction yield outcomes from USPTO patents with 853,638 reactions. Predict the reaction yield, written as a fraction of the theoretical maximum amount of product (1.0 means a 100% yield; for example, 0.34 means a 34% yield). (1) The reactants are [CH2:1]([N:8]1[CH2:12][CH:11]([NH:13][CH2:14][C:15]2[CH:20]=[C:19]([C:21]([F:24])([F:23])[F:22])[CH:18]=[C:17]([C:25]([F:28])([F:27])[F:26])[CH:16]=2)[CH2:10][CH:9]1[C:29]([OH:31])=O)[C:2]1[CH:7]=[CH:6][CH:5]=[CH:4][CH:3]=1.Cl.C(N=C=NCCCN(C)C)C.ON1C2C=CC=CC=2N=N1.[F:54][C:55]([F:69])([F:68])[C:56]1[CH:57]=[C:58]([N:62]2[CH2:67][CH2:66][NH:65][CH2:64][CH2:63]2)[CH:59]=[CH:60][CH:61]=1. The catalyst is ClCCl.C(N(CC)CC)C. The product is [CH2:1]([N:8]1[CH2:12][C@@H:11]([NH:13][CH2:14][C:15]2[CH:16]=[C:17]([C:25]([F:28])([F:26])[F:27])[CH:18]=[C:19]([C:21]([F:23])([F:22])[F:24])[CH:20]=2)[CH2:10][C@H:9]1[C:29]([N:65]1[CH2:64][CH2:63][N:62]([C:58]2[CH:59]=[CH:60][CH:61]=[C:56]([C:55]([F:68])([F:69])[F:54])[CH:57]=2)[CH2:67][CH2:66]1)=[O:31])[C:2]1[CH:3]=[CH:4][CH:5]=[CH:6][CH:7]=1. The yield is 0.106. (2) The reactants are C1([NH:7][C:8]([C:10]2[C:11](=[O:23])[N:12]([CH3:22])[C:13]3[C:18]([C:19]=2O)=[CH:17][C:16]([CH3:21])=[CH:15][CH:14]=3)=O)CCCCC1.P(Cl)(Cl)([Cl:26])=O. No catalyst specified. The product is [Cl:26][C:19]1[C:18]2[C:13](=[CH:14][CH:15]=[C:16]([CH3:21])[CH:17]=2)[N:12]([CH3:22])[C:11](=[O:23])[C:10]=1[C:8]#[N:7]. The yield is 0.540. (3) The reactants are [C:1]1([OH:7])[CH:6]=[CH:5][CH:4]=[CH:3][CH:2]=1.C1(P(C2C=CC=CC=2)C2C=CC=CC=2)C=CC=CC=1.O[CH:28]1[CH2:32][CH2:31][N:30]([C:33]([O:35][C:36]([CH3:39])([CH3:38])[CH3:37])=[O:34])[CH2:29]1.CCOC(/N=N/C(OCC)=O)=O. The catalyst is C1COCC1. The product is [O:7]([CH:32]1[CH2:28][CH2:29][N:30]([C:33]([O:35][C:36]([CH3:39])([CH3:38])[CH3:37])=[O:34])[CH2:31]1)[C:1]1[CH:6]=[CH:5][CH:4]=[CH:3][CH:2]=1. The yield is 0.250. (4) The reactants are [H-].[Al+3].[Li+].[H-].[H-].[H-].C([O:9][C:10]([C:12]1[N:13]([C:23]2[CH:28]=[CH:27][C:26]([O:29][CH2:30][C:31]3[CH:36]=[CH:35][CH:34]=[CH:33][CH:32]=3)=[CH:25][CH:24]=2)[C:14]2[C:19]([CH:20]=1)=[CH:18][C:17]([O:21][CH3:22])=[CH:16][CH:15]=2)=O)C.O.[OH-].[Na+]. The catalyst is O1CCCC1. The product is [CH2:30]([O:29][C:26]1[CH:27]=[CH:28][C:23]([N:13]2[C:14]3[C:19](=[CH:18][C:17]([O:21][CH3:22])=[CH:16][CH:15]=3)[CH:20]=[C:12]2[CH2:10][OH:9])=[CH:24][CH:25]=1)[C:31]1[CH:36]=[CH:35][CH:34]=[CH:33][CH:32]=1. The yield is 0.880. (5) The reactants are C[Mg+].[Br-].[OH:4][C:5]1[C:6]([C:11]([OH:13])=O)=[N:7][CH:8]=[CH:9][CH:10]=1.[CH2:14](N(CC)CC)C.C(OC)=O.Cl. The catalyst is C1COCC1. The product is [OH:4][C:5]1[C:6]([C:11](=[O:13])[CH3:14])=[N:7][CH:8]=[CH:9][CH:10]=1. The yield is 0.270.